The task is: Predict which catalyst facilitates the given reaction.. This data is from Catalyst prediction with 721,799 reactions and 888 catalyst types from USPTO. (1) Reactant: C([O:4][CH2:5][C:6]([CH3:53])([CH3:52])[CH2:7][N:8]1[C:14]2[CH:15]=[CH:16][C:17]([Cl:19])=[CH:18][C:13]=2[C@@H:12]([C:20]2[CH:25]=[CH:24][CH:23]=[C:22]([O:26][CH3:27])[C:21]=2[O:28][CH3:29])[O:11][C@H:10]([CH2:30][C:31]([NH:33][C:34]2[CH:35]=[C:36]([CH2:44][CH2:45][C:46]([O:48]CC)=[O:47])[C:37]3[CH2:38][CH2:39][CH2:40][CH2:41][C:42]=3[CH:43]=2)=[O:32])[C:9]1=[O:51])(=O)C.[OH-].[Na+].C(O)C. Product: [Cl:19][C:17]1[CH:16]=[CH:15][C:14]2[N:8]([CH2:7][C:6]([CH3:52])([CH3:53])[CH2:5][OH:4])[C:9](=[O:51])[C@@H:10]([CH2:30][C:31]([NH:33][C:34]3[CH:35]=[C:36]([CH2:44][CH2:45][C:46]([OH:48])=[O:47])[C:37]4[CH2:38][CH2:39][CH2:40][CH2:41][C:42]=4[CH:43]=3)=[O:32])[O:11][C@H:12]([C:20]3[CH:25]=[CH:24][CH:23]=[C:22]([O:26][CH3:27])[C:21]=3[O:28][CH3:29])[C:13]=2[CH:18]=1. The catalyst class is: 6. (2) Reactant: [CH3:1][O:2][C:3]([C:5]1[N:6]([CH2:26][C:27]2[CH:32]=[CH:31][CH:30]=[CH:29][CH:28]=2)[C:7](=[O:25])[C:8]2[C:13]([C:14]=1[C:15]1[CH:20]=[CH:19][CH:18]=[CH:17][CH:16]=1)=[CH:12][C:11]([C:21]([O:23]C)=[O:22])=[CH:10][CH:9]=2)=[O:4].CO.[OH-].[Na+]. Product: [CH3:1][O:2][C:3]([C:5]1[N:6]([CH2:26][C:27]2[CH:32]=[CH:31][CH:30]=[CH:29][CH:28]=2)[C:7](=[O:25])[C:8]2[C:13]([C:14]=1[C:15]1[CH:20]=[CH:19][CH:18]=[CH:17][CH:16]=1)=[CH:12][C:11]([C:21]([OH:23])=[O:22])=[CH:10][CH:9]=2)=[O:4]. The catalyst class is: 1.